From a dataset of Full USPTO retrosynthesis dataset with 1.9M reactions from patents (1976-2016). Predict the reactants needed to synthesize the given product. (1) Given the product [F:1][C:2]1[CH:3]=[CH:4][C:5]([C@@H:8]2[CH2:10][C@H:9]2[C:11]([OH:12])=[O:27])=[CH:6][CH:7]=1, predict the reactants needed to synthesize it. The reactants are: [F:1][C:2]1[CH:7]=[CH:6][C:5]([CH:8]2[CH2:10][CH:9]2[C:11](N2C3CC4C(C)(C)C3(CC4)CS2(=O)=O)=[O:12])=[CH:4][CH:3]=1.[OH2:27].[OH-].[Li+].O. (2) Given the product [I:16][CH2:10][CH2:9][CH2:8][C:7]([CH3:12])([N+:13]([O-:15])=[O:14])[CH3:6], predict the reactants needed to synthesize it. The reactants are: C[Si](C)(C)Cl.[CH3:6][C:7]([N+:13]([O-:15])=[O:14])([CH3:12])[CH2:8][CH2:9][CH2:10]O.[I-:16].[Na+]. (3) Given the product [CH2:1]([C:7]1[CH:8]=[C:9]([C:13]2[N:17]([CH3:18])[C:16]([C:19]([N:21]3[CH2:26][CH2:25][CH:24]([N:27]4[CH2:31][CH2:30][CH2:29][CH2:28]4)[CH2:23][CH2:22]3)=[O:20])=[C:15]([C:34]3[CH:35]=[CH:36][CH:37]=[CH:38][N:33]=3)[N:14]=2)[CH:10]=[CH:11][CH:12]=1)[CH2:2][CH2:3][CH2:4][CH2:5][CH3:6], predict the reactants needed to synthesize it. The reactants are: [CH2:1]([C:7]1[CH:8]=[C:9]([C:13]2[N:17]([CH3:18])[C:16]([C:19]([N:21]3[CH2:26][CH2:25][CH:24]([N:27]4[CH2:31][CH2:30][CH2:29][CH2:28]4)[CH2:23][CH2:22]3)=[O:20])=[C:15](I)[N:14]=2)[CH:10]=[CH:11][CH:12]=1)[CH2:2][CH2:3][CH2:4][CH2:5][CH3:6].[N:33]1[CH:38]=[CH:37][CH:36]=[CH:35][C:34]=1B(O)O. (4) Given the product [CH:19]1([CH2:24][C@@H:25]([C:26]([NH:18][NH:17][C:3]2[C:2]([F:1])=[C:7]([NH:8][CH2:9][C:10]3[S:11][CH:12]=[CH:13][N:14]=3)[N:6]=[C:5]([S:15][CH3:16])[N:4]=2)=[O:27])[CH2:29][N:30]([O:31][CH:32]2[CH2:37][CH2:36][CH2:35][CH2:34][O:33]2)[CH:38]=[O:39])[CH2:23][CH2:22][CH2:21][CH2:20]1, predict the reactants needed to synthesize it. The reactants are: [F:1][C:2]1[C:3](=[N:17][NH2:18])[N:4]=[C:5]([S:15][CH3:16])[NH:6][C:7]=1[NH:8][CH2:9][C:10]1[S:11][CH:12]=[CH:13][N:14]=1.[CH:19]1([CH2:24][C@H:25]([CH2:29][N:30]([CH:38]=[O:39])[O:31][CH:32]2[CH2:37][CH2:36][CH2:35][CH2:34][O:33]2)[C:26](O)=[O:27])[CH2:23][CH2:22][CH2:21][CH2:20]1.CN1CCOCC1.C1C=NC2N(O)N=NC=2C=1.C(Cl)CCl. (5) Given the product [CH2:1]([O:2][C:3]([C:5]1[N:6]=[C:7]([CH2:10][N:11]([CH2:12][C:13]2[CH:18]=[CH:17][C:16]([O:19][CH2:20][C:21]3[CH:26]=[CH:25][CH:24]=[CH:23][CH:22]=3)=[CH:15][CH:14]=2)[S:39]([C:33]2[CH:38]=[CH:37][CH:36]=[CH:35][CH:34]=2)(=[O:41])=[O:40])[S:8][CH:9]=1)=[O:4])[CH3:27], predict the reactants needed to synthesize it. The reactants are: [CH3:1][O:2][C:3]([C:5]1[N:6]=[C:7]([CH2:10][NH:11][CH2:12][C:13]2[CH:18]=[CH:17][C:16]([O:19][CH2:20][C:21]3[CH:26]=[CH:25][CH:24]=[CH:23][CH:22]=3)=[CH:15][CH:14]=2)[S:8][CH:9]=1)=[O:4].[C:27](=O)([O-])[O-].[K+].[K+].[C:33]1([S:39](Cl)(=[O:41])=[O:40])[CH:38]=[CH:37][CH:36]=[CH:35][CH:34]=1.